From a dataset of Retrosynthesis with 50K atom-mapped reactions and 10 reaction types from USPTO. Predict the reactants needed to synthesize the given product. (1) Given the product Cn1cc(-c2cccc(-c3ncc(-c4cnn(C5CCC(C(=O)O)CC5)c4)cn3)c2)cn1, predict the reactants needed to synthesize it. The reactants are: CCOC(=O)C1CCC(n2cc(-c3cnc(-c4cccc(-c5cnn(C)c5)c4)nc3)cn2)CC1. (2) Given the product CCOC(=O)CNC(=O)c1ccc(CCn2c(COc3cccc(CC)c3)c(Cl)cc(Cl)c2=O)cc1, predict the reactants needed to synthesize it. The reactants are: CCOC(=O)CN.CCc1cccc(OCc2c(Cl)cc(Cl)c(=O)n2CCc2ccc(C(=O)O)cc2)c1. (3) Given the product O=Cc1ccc(OC(=O)c2ccccc2)c([N+](=O)[O-])c1, predict the reactants needed to synthesize it. The reactants are: O=C(Cl)c1ccccc1.O=Cc1ccc(O)c([N+](=O)[O-])c1. (4) Given the product CCc1cc(S(=O)(=O)N(COC)c2cc(Cl)cnc2Br)ccc1Cl, predict the reactants needed to synthesize it. The reactants are: CCc1cc(S(=O)(=O)Nc2cc(Cl)cnc2Br)ccc1Cl.COCCl. (5) Given the product CN1CCC(Oc2ccc(Cl)cc2NC(=O)Nc2cnc(C#N)cn2)CC1, predict the reactants needed to synthesize it. The reactants are: CN1CCC(O)CC1.N#Cc1cnc(NC(=O)Nc2cc(Cl)ccc2O)cn1. (6) Given the product COc1ccc(Cl)cc1NC(=O)Nc1cccc2c1CCN2Cc1ccnc2[nH]ccc12, predict the reactants needed to synthesize it. The reactants are: COc1ccc(Cl)cc1NC(=O)Nc1cccc2c1CCN2Cc1ccnc2c1ccn2C(=O)OC(C)(C)C. (7) Given the product Cc1cc(-c2nc3ccc(CN4CCOCC4)cc3c(=O)[nH]2)cc(C)c1OCCO, predict the reactants needed to synthesize it. The reactants are: Cc1cc(C=O)cc(C)c1OCCO.NC(=O)c1cc(CN2CCOCC2)ccc1N.